This data is from Forward reaction prediction with 1.9M reactions from USPTO patents (1976-2016). The task is: Predict the product of the given reaction. Given the reactants [O:1]1[CH2:6][CH2:5][CH:4]([C:7](=[O:9])[CH3:8])[CH2:3][CH2:2]1.[CH3:10][N:11]([CH:13](OC)OC)[CH3:12], predict the reaction product. The product is: [CH3:10][N:11]([CH3:13])/[CH:12]=[CH:8]/[C:7]([CH:4]1[CH2:5][CH2:6][O:1][CH2:2][CH2:3]1)=[O:9].